The task is: Predict which catalyst facilitates the given reaction.. This data is from Catalyst prediction with 721,799 reactions and 888 catalyst types from USPTO. (1) Reactant: O.[OH-].[Li+:3].[CH3:4][C:5]1[O:9][C:8]([C:10]2[CH:15]=[CH:14][CH:13]=[CH:12][CH:11]=2)=[N:7][C:6]=1[CH2:16][O:17][C:18]1[CH:38]=[CH:37][C:21]([CH2:22][O:23]/[N:24]=[C:25](/[C:31]2[CH:36]=[CH:35][CH:34]=[CH:33][CH:32]=2)\[CH2:26][CH2:27][C:28]([OH:30])=[O:29])=[CH:20][CH:19]=1. The catalyst class is: 5. Product: [CH3:4][C:5]1[O:9][C:8]([C:10]2[CH:11]=[CH:12][CH:13]=[CH:14][CH:15]=2)=[N:7][C:6]=1[CH2:16][O:17][C:18]1[CH:38]=[CH:37][C:21]([CH2:22][O:23]/[N:24]=[C:25](/[C:31]2[CH:36]=[CH:35][CH:34]=[CH:33][CH:32]=2)\[CH2:26][CH2:27][C:28]([O-:30])=[O:29])=[CH:20][CH:19]=1.[Li+:3]. (2) Reactant: [NH2:1][C@H:2]([C:4]1[CH:12]=[CH:11][C:7]([C:8]([OH:10])=[O:9])=[CH:6][CH:5]=1)[CH3:3].Cl[C:14]([O:16][CH2:17][C:18]1[CH:23]=[CH:22][CH:21]=[CH:20][CH:19]=1)=[O:15].Cl. Product: [CH2:17]([O:16][C:14]([NH:1][C@H:2]([C:4]1[CH:12]=[CH:11][C:7]([C:8]([OH:10])=[O:9])=[CH:6][CH:5]=1)[CH3:3])=[O:15])[C:18]1[CH:23]=[CH:22][CH:21]=[CH:20][CH:19]=1. The catalyst class is: 74. (3) Reactant: [CH:1]1[C:10]2[C:5](=[C:6]([CH2:11][C:12]([O:14]CC)=O)[CH:7]=[CH:8][CH:9]=2)[CH:4]=[CH:3][N:2]=1.C[Al](C)C.[F:21][C:22]([F:32])([F:31])[C:23]1[CH:30]=[CH:29][C:26]([CH2:27][NH2:28])=[CH:25][CH:24]=1.Cl.[NH4+].[OH-]. Product: [CH:1]1[C:10]2[C:5](=[C:6]([CH2:11][C:12]([NH:28][CH2:27][C:26]3[CH:25]=[CH:24][C:23]([C:22]([F:21])([F:31])[F:32])=[CH:30][CH:29]=3)=[O:14])[CH:7]=[CH:8][CH:9]=2)[CH:4]=[CH:3][N:2]=1. The catalyst class is: 46.